Dataset: Full USPTO retrosynthesis dataset with 1.9M reactions from patents (1976-2016). Task: Predict the reactants needed to synthesize the given product. Given the product [C:13]1(=[CH:19][CH2:20][OH:21])[CH2:18][CH2:17][CH2:16][CH2:15][CH2:14]1, predict the reactants needed to synthesize it. The reactants are: COCCO[AlH2-]OCCOC.[Na+].[C:13]1(=[CH:19][C:20](OCC)=[O:21])[CH2:18][CH2:17][CH2:16][CH2:15][CH2:14]1.